Task: Predict the reactants needed to synthesize the given product.. Dataset: Full USPTO retrosynthesis dataset with 1.9M reactions from patents (1976-2016) (1) Given the product [OH:2][C:43]1[C:44]([C:47]([F:48])([F:50])[F:49])=[CH:45][CH:46]=[C:34]([CH2:33][O:32][C:31]2[CH:51]=[CH:52][C:28]([C:8]3[CH:13]=[CH:12][C:11]([CH2:14][S:15]([NH:18][CH3:19])(=[O:17])=[O:16])=[CH:10][CH:9]=3)=[CH:29][CH:30]=2)[C:35]=1[C:36]([O:38][C:39]([CH3:42])([CH3:40])[CH3:41])=[O:37], predict the reactants needed to synthesize it. The reactants are: C(=O)([O-])[O-:2].[Na+].[Na+].Br[C:8]1[CH:13]=[CH:12][C:11]([CH2:14][S:15]([NH:18][CH3:19])(=[O:17])=[O:16])=[CH:10][CH:9]=1.CC1(C)C(C)(C)OB([C:28]2[CH:52]=[CH:51][C:31]([O:32][CH2:33][C:34]3[CH:46]=[CH:45][C:44]([C:47]([F:50])([F:49])[F:48])=[CH:43][C:35]=3[C:36]([O:38][C:39]([CH3:42])([CH3:41])[CH3:40])=[O:37])=[CH:30][CH:29]=2)O1.C(OCC)(=O)C. (2) Given the product [F:21][C:17]1[CH:16]=[CH:15][C:14]([C:2]#[C:1][Si:3]([CH:7]([CH3:9])[CH3:8])([CH:4]([CH3:6])[CH3:5])[CH:10]([CH3:12])[CH3:11])=[CH:19][C:18]=1[OH:20], predict the reactants needed to synthesize it. The reactants are: [C:1]([Si:3]([CH:10]([CH3:12])[CH3:11])([CH:7]([CH3:9])[CH3:8])[CH:4]([CH3:6])[CH3:5])#[CH:2].Br[C:14]1[CH:15]=[CH:16][C:17]([F:21])=[C:18]([OH:20])[CH:19]=1.C(N(CC)CC)C.